This data is from Full USPTO retrosynthesis dataset with 1.9M reactions from patents (1976-2016). The task is: Predict the reactants needed to synthesize the given product. (1) Given the product [ClH:1].[CH3:26][N:10]([CH3:9])[C:11]1[CH:12]=[CH:13][C:14]([N:17]2[C:2](=[O:8])[C:3](=[O:5])[N:20]([CH2:21][C:22]([CH3:23])([CH3:25])[CH3:24])[C:18]2=[S:19])=[CH:15][CH:16]=1, predict the reactants needed to synthesize it. The reactants are: [Cl:1][C:2](=[O:8])[C:3]([O:5]CC)=O.[CH3:9][N:10]([CH3:26])[C:11]1[CH:16]=[CH:15][C:14]([NH:17][C:18]([NH:20][CH2:21][C:22]([CH3:25])([CH3:24])[CH3:23])=[S:19])=[CH:13][CH:12]=1. (2) Given the product [CH3:20][O:21][CH2:22][CH2:23][O:24][C:2]1[C:7]([N+:8]([O-:10])=[O:9])=[C:6]([S:11][CH3:12])[CH:5]=[C:4]([CH3:13])[N:3]=1, predict the reactants needed to synthesize it. The reactants are: Cl[C:2]1[C:7]([N+:8]([O-:10])=[O:9])=[C:6]([S:11][CH3:12])[CH:5]=[C:4]([CH3:13])[N:3]=1.C(=O)([O-])[O-].[K+].[K+].[CH3:20][O:21][CH2:22][CH2:23][OH:24]. (3) Given the product [Cl:1][C:2]1[N:3]=[CH:4][C:5]([O:8][CH2:22][CH:19]2[CH2:20][CH2:21][N:16]([C:9]([O:11][C:12]([CH3:13])([CH3:15])[CH3:14])=[O:10])[CH2:17][CH2:18]2)=[CH:6][CH:7]=1, predict the reactants needed to synthesize it. The reactants are: [Cl:1][C:2]1[CH:7]=[CH:6][C:5]([OH:8])=[CH:4][N:3]=1.[C:9]([N:16]1[CH2:21][CH2:20][CH:19]([CH2:22]O)[CH2:18][CH2:17]1)([O:11][C:12]([CH3:15])([CH3:14])[CH3:13])=[O:10].C1C=CC(P(C2C=CC=CC=2)C2C=CC=CC=2)=CC=1.N(C(OC(C)C)=O)=NC(OC(C)C)=O. (4) Given the product [OH:1][C:2]1[CH:7]=[CH:6][CH:5]=[CH:4][C:3]=1[C:8]1[N:12]=[C:11]([C:13]2[CH:18]=[CH:17][CH:16]=[CH:15][C:14]=2[OH:19])[N:10]([C:20]2[CH:28]=[CH:27][C:23]([C:24]([N:36]3[CH2:41][CH2:40][O:39][CH2:38][CH2:37]3)=[O:26])=[CH:22][CH:21]=2)[N:9]=1, predict the reactants needed to synthesize it. The reactants are: [OH:1][C:2]1[CH:7]=[CH:6][CH:5]=[CH:4][C:3]=1[C:8]1[N:12]=[C:11]([C:13]2[CH:18]=[CH:17][CH:16]=[CH:15][C:14]=2[OH:19])[N:10]([C:20]2[CH:28]=[CH:27][C:23]([C:24]([OH:26])=O)=[CH:22][CH:21]=2)[N:9]=1.C(N(CC)CC)C.[NH:36]1[CH2:41][CH2:40][O:39][CH2:38][CH2:37]1. (5) Given the product [NH2:2][C:12]1([C:5]#[N:4])[CH2:17][CH2:16][CH2:15][CH2:14][CH2:13]1.[CH3:11][C:8]1[CH:9]=[CH:10][C:5]([NH:4][C:12]2([C:1]#[N:2])[CH2:17][CH2:16][CH2:15][CH2:14][CH2:13]2)=[CH:6][CH:7]=1, predict the reactants needed to synthesize it. The reactants are: [C-:1]#[N:2].[Na+].[NH2:4][C:5]1[CH:10]=[CH:9][C:8]([CH3:11])=[CH:7][CH:6]=1.[C:12]1(=O)[CH2:17][CH2:16][CH2:15][CH2:14][CH2:13]1.C(OCC)(=O)C. (6) Given the product [Br:19][C:17]1[CH:18]=[C:13]([C:21]2([OH:20])[CH2:25][CH2:24][CH:23]([C:26]([O:28][CH2:29][CH3:30])=[O:27])[CH2:22]2)[CH:14]=[N:15][CH:16]=1, predict the reactants needed to synthesize it. The reactants are: [Li]CCCC.C([Mg]Cl)CCC.Br[C:13]1[CH:14]=[N:15][CH:16]=[C:17]([Br:19])[CH:18]=1.[O:20]=[C:21]1[CH2:25][CH2:24][CH:23]([C:26]([O:28][CH2:29][CH3:30])=[O:27])[CH2:22]1. (7) Given the product [CH3:21][C:17]1[C:15]2[N:16]=[C:12]([CH2:8][CH2:9][C:10]#[C:11][C:2]3[CH:7]=[CH:6][CH:5]=[CH:4][N:3]=3)[S:13][C:14]=2[CH:20]=[CH:19][CH:18]=1.[S:13]1[C:14]2[CH:20]=[CH:19][CH:18]=[CH:17][C:15]=2[N:16]=[CH:12]1, predict the reactants needed to synthesize it. The reactants are: Br[C:2]1[CH:7]=[CH:6][CH:5]=[CH:4][N:3]=1.[CH2:8]([C:12]1[S:13][C:14]2[CH:20]=[CH:19][CH:18]=[C:17]([CH3:21])[C:15]=2[N:16]=1)[CH2:9][C:10]#[CH:11]. (8) Given the product [F:37][C:16]([F:15])([F:36])[C:17]1[CH:31]=[C:30]([C:32]([F:35])([F:34])[F:33])[CH:29]=[CH:28][C:18]=1[CH2:19][N:20]1[CH2:25][CH2:24][CH:23](/[CH:26]=[C:10]2/[C:6]([NH:5][C@@H:4]([C:3]([N:2]([CH3:1])[CH3:14])=[O:13])[CH3:12])=[N:7][C:8](=[O:11])[S:9]/2)[CH2:22][CH2:21]1, predict the reactants needed to synthesize it. The reactants are: [CH3:1][N:2]([CH3:14])[C:3](=[O:13])[C@@H:4]([CH3:12])[NH:5][C:6]1[CH2:10][S:9][C:8](=[O:11])[N:7]=1.[F:15][C:16]([F:37])([F:36])[C:17]1[CH:31]=[C:30]([C:32]([F:35])([F:34])[F:33])[CH:29]=[CH:28][C:18]=1[CH2:19][N:20]1[CH2:25][CH2:24][CH:23]([CH:26]=O)[CH2:22][CH2:21]1.C([O-])(=O)C.[NH2+]1CCCCC1. (9) Given the product [CH2:1]([CH:8]1[CH:13]([NH:14][CH:15]2[CH2:16][CH2:17][N:18]([C:21](=[O:23])[CH3:22])[CH2:19][CH2:20]2)[CH2:12][CH2:11][CH2:10][N:9]1[C:36](=[O:37])[C:35]1[CH:39]=[C:40]([C:42]([F:43])([F:44])[F:45])[CH:41]=[C:33]([C:32]([F:31])([F:46])[F:47])[CH:34]=1)[C:2]1[CH:7]=[CH:6][CH:5]=[CH:4][CH:3]=1, predict the reactants needed to synthesize it. The reactants are: [CH2:1]([CH:8]1[CH:13]([NH:14][CH:15]2[CH2:20][CH2:19][N:18]([C:21](=[O:23])[CH3:22])[CH2:17][CH2:16]2)[CH2:12][CH2:11][CH2:10][NH:9]1)[C:2]1[CH:7]=[CH:6][CH:5]=[CH:4][CH:3]=1.C(N(CC)CC)C.[F:31][C:32]([F:47])([F:46])[C:33]1[CH:34]=[C:35]([CH:39]=[C:40]([C:42]([F:45])([F:44])[F:43])[CH:41]=1)[C:36](Cl)=[O:37].